Predict the reaction yield, written as a fraction of the theoretical maximum amount of product (1.0 means a 100% yield; for example, 0.34 means a 34% yield). From a dataset of Reaction yield outcomes from USPTO patents with 853,638 reactions. (1) The catalyst is C(OCC)(=O)C.O.CO.C1COCC1. The yield is 0.900. The product is [S:1]1[CH:5]=[CH:4][CH:3]=[C:2]1[C:6]1[CH:11]=[CH:10][N:9]=[C:8]2[N:12]([C@@H:15]3[O:23][C@H:22]([CH2:24][OH:25])[C@@H:17]([OH:18])[C@H:16]3[OH:42])[CH:13]=[N:14][C:7]=12. The reactants are [S:1]1[CH:5]=[CH:4][CH:3]=[C:2]1[C:6]1[CH:11]=[CH:10][N:9]=[C:8]2[N:12]([C@@H:15]3[O:23][C@H:22]([CH2:24][OH:25])[C@@H:17]([O:18]C(=O)C)[CH2:16]3)[CH:13]=[N:14][C:7]=12.N1C=CC=CC=1.C(N(C(C)C)CC)(C)C.P(N)(OCl)[O:42]N(C(C)C)C(CCC#N)(C)C. (2) The reactants are [C:1]([C:5]1[CH:10]=[CH:9][C:8](N2C(C)=CC=C2C)=[C:7]([N+:18]([O-])=O)[CH:6]=1)([CH3:4])([CH3:3])[CH3:2].CCO[C:24]([CH3:26])=O. The catalyst is [Pd]. The product is [C:1]([C:5]1[CH:10]=[CH:9][C:8]([C:5]2[CH:6]=[C:7]([CH3:8])[NH:18][C:24]=2[CH3:26])=[C:7]([CH:6]=1)[NH2:18])([CH3:2])([CH3:3])[CH3:4]. The yield is 0.990. (3) The reactants are [CH3:1][N:2]1[CH:6]=[CH:5][N:4]=[CH:3]1.[Li]CCCC.Cl[Si](CC)(CC)CC.[Cl:20][C:21]1[CH:22]=[C:23]([C:27]2[C:36]3[C:31](=[CH:32][CH:33]=[C:34]([C:37]([C:39]4[N:43]([CH3:44])[CH:42]=[N:41][CH:40]=4)=[O:38])[CH:35]=3)[N:30]([CH3:45])[C:29](=[O:46])[CH:28]=2)[CH:24]=[CH:25][CH:26]=1. The catalyst is C1COCC1. The product is [Cl:20][C:21]1[CH:22]=[C:23]([C:27]2[C:36]3[C:31](=[CH:32][CH:33]=[C:34]([C:37]([OH:38])([C:3]4[N:2]([CH3:1])[CH:6]=[CH:5][N:4]=4)[C:39]4[N:43]([CH3:44])[CH:42]=[N:41][CH:40]=4)[CH:35]=3)[N:30]([CH3:45])[C:29](=[O:46])[CH:28]=2)[CH:24]=[CH:25][CH:26]=1. The yield is 0.280. (4) The reactants are [I:1][C:2]1[C:3]([OH:12])=[C:4]([O:10][CH3:11])[CH:5]=[C:6]([CH:9]=1)[CH:7]=[O:8].[C:13](=[O:16])([O-])[O-].[K+].[K+].[CH3:19]N(C=O)C. No catalyst specified. The product is [CH3:11][O:10][C:4]1[CH:5]=[C:6]([CH:9]=[C:2]([I:1])[C:3]=1[O:12][CH2:19][CH2:13][OH:16])[CH:7]=[O:8]. The yield is 0.570.